Dataset: Full USPTO retrosynthesis dataset with 1.9M reactions from patents (1976-2016). Task: Predict the reactants needed to synthesize the given product. (1) Given the product [NH2:5][CH2:9][C:10]([C:12]1[CH:17]=[CH:16][C:15]([C:18]2[CH:19]=[CH:20][C:21]([C:24]3[N:25]=[C:26]([C@@H:29]4[CH2:33][CH2:32][CH2:31][N:30]4[C:34]([C@@H:35]([NH:39][C:40](=[O:41])[O:42][CH3:43])[CH:36]([CH3:38])[CH3:37])=[O:44])[NH:27][CH:28]=3)=[CH:22][CH:23]=2)=[CH:14][CH:13]=1)=[O:11], predict the reactants needed to synthesize it. The reactants are: CC([N:5]([CH2:9][C:10]([C:12]1[CH:17]=[CH:16][C:15]([C:18]2[CH:23]=[CH:22][C:21]([C:24]3[N:25]=[C:26]([C@@H:29]4[CH2:33][CH2:32][CH2:31][N:30]4[C:34](=[O:44])[C@@H:35]([NH:39][C:40]([O:42][CH3:43])=[O:41])[CH:36]([CH3:38])[CH3:37])[NH:27][CH:28]=3)=[CH:20][CH:19]=2)=[CH:14][CH:13]=1)=[O:11])C(=O)[O-])(C)C.Cl. (2) Given the product [CH3:22][C:23]1[S:24][C:25]([C:31]2[CH:36]=[CH:35][CH:34]=[C:33]([C:37]([F:40])([F:38])[F:39])[CH:32]=2)=[C:26]([C:28]([N:3]2[CH2:4][C@H:5]3[C@H:1]([CH2:8][CH2:7][CH2:6]3)[C@H:2]2[CH2:9][NH:10][C:11]([C:13]2[N:20]3[C:16]([S:17][CH:18]=[CH:19]3)=[N:15][C:14]=2[CH3:21])=[O:12])=[O:29])[N:27]=1, predict the reactants needed to synthesize it. The reactants are: [C@H:1]12[CH2:8][CH2:7][CH2:6][C@H:5]1[CH2:4][NH:3][C@@H:2]2[CH2:9][NH:10][C:11]([C:13]1[N:20]2[C:16]([S:17][CH:18]=[CH:19]2)=[N:15][C:14]=1[CH3:21])=[O:12].[CH3:22][C:23]1[S:24][C:25]([C:31]2[CH:36]=[CH:35][CH:34]=[C:33]([C:37]([F:40])([F:39])[F:38])[CH:32]=2)=[C:26]([C:28](O)=[O:29])[N:27]=1. (3) Given the product [O:1]1[C:5]2[CH:6]=[CH:7][CH:8]=[CH:9][C:4]=2[CH:3]=[C:2]1[C:10]1[CH:15]=[CH:14][CH:13]=[CH:12][C:11]=1[C:16]1[N:20]([CH3:21])[N:19]=[C:18]([C:22]([N:29]2[CH2:30][CH2:31][N:26]([CH2:32][CH2:33][CH2:34][OH:35])[CH2:27][CH2:28]2)=[O:23])[C:17]=1[CH3:25], predict the reactants needed to synthesize it. The reactants are: [O:1]1[C:5]2[CH:6]=[CH:7][CH:8]=[CH:9][C:4]=2[CH:3]=[C:2]1[C:10]1[CH:15]=[CH:14][CH:13]=[CH:12][C:11]=1[C:16]1[N:20]([CH3:21])[N:19]=[C:18]([C:22](O)=[O:23])[C:17]=1[CH3:25].[N:26]1([CH2:32][CH2:33][CH2:34][OH:35])[CH2:31][CH2:30][NH:29][CH2:28][CH2:27]1. (4) Given the product [Br:1][C:2]1[C:3]2[N:4]([N:10]=[C:11]([C:13]([F:16])([F:14])[F:15])[C:12]=2[Cl:24])[C:5]([O:8][CH3:9])=[CH:6][CH:7]=1, predict the reactants needed to synthesize it. The reactants are: [Br:1][C:2]1[C:3]2[N:4]([N:10]=[C:11]([C:13]([F:16])([F:15])[F:14])[CH:12]=2)[C:5]([O:8][CH3:9])=[CH:6][CH:7]=1.C1C(=O)N([Cl:24])C(=O)C1.O. (5) Given the product [Cl:7][C:8]1[CH:9]=[CH:10][C:11]([O:15][CH3:16])=[C:12]([S:14][C:25]2[CH:24]=[CH:23][C:22]([S:19]([CH2:17][CH3:18])(=[O:21])=[O:20])=[CH:27][CH:26]=2)[CH:13]=1, predict the reactants needed to synthesize it. The reactants are: C(=O)([O-])[O-].[K+].[K+].[Cl:7][C:8]1[CH:9]=[CH:10][C:11]([O:15][CH3:16])=[C:12]([SH:14])[CH:13]=1.[CH2:17]([S:19]([C:22]1[CH:27]=[CH:26][C:25](Br)=[CH:24][CH:23]=1)(=[O:21])=[O:20])[CH3:18].